This data is from Catalyst prediction with 721,799 reactions and 888 catalyst types from USPTO. The task is: Predict which catalyst facilitates the given reaction. (1) Reactant: C(#N)C.[Cl:4][C:5]1[C:6]([N:11]2[CH:15]([C:16]([O:18]CC)=[O:17])[CH2:14][C:13](=O)[NH:12]2)=[N:7][CH:8]=[CH:9][CH:10]=1.P(Br)(Br)([Br:24])=O.C(=O)(O)[O-].[Na+]. Product: [Br:24][C:13]1[CH:14]=[C:15]([C:16]([OH:18])=[O:17])[N:11]([C:6]2[C:5]([Cl:4])=[CH:10][CH:9]=[CH:8][N:7]=2)[N:12]=1. The catalyst class is: 46. (2) Reactant: C(=O)([O-])O.[Na+].[S:6]=[C:7]1[NH:12][C:11]2[CH:13]=[CH:14][NH:15][C:10]=2[C:9](=[O:16])[N:8]1[C:17]1[CH:22]=[CH:21][C:20]([O:23][CH2:24][C:25]([F:28])([F:27])[F:26])=[CH:19][CH:18]=1.[F:29][C:30]([F:34])([F:33])[CH2:31]I.CN(C)C=O. Product: [F:26][C:25]([F:28])([F:27])[CH2:24][O:23][C:20]1[CH:19]=[CH:18][C:17]([N:8]2[C:9](=[O:16])[C:10]3[NH:15][CH:14]=[CH:13][C:11]=3[N:12]=[C:7]2[S:6][CH2:31][C:30]([F:34])([F:33])[F:29])=[CH:22][CH:21]=1. The catalyst class is: 13. (3) Reactant: [CH2:1]([O:3][C:4]1[C:8]([CH2:9][CH2:10][CH2:11][O:12][C:13]2[C:17]([CH2:18][CH2:19][CH3:20])=[CH:16][NH:15][N:14]=2)=[CH:7][N:6]([C:21]2[CH:26]=[CH:25][C:24]([C:27]([F:30])([F:29])[F:28])=[CH:23][N:22]=2)[N:5]=1)[CH3:2].[H-].[Na+].[C:33]([O:36]CBr)(=[O:35])[CH3:34].O. Product: [CH2:1]([O:3][C:4]1[C:8]([CH2:9][CH2:10][CH2:11][O:12][C:13]2[C:17]([CH2:18][CH2:19][CH3:20])=[CH:16][N:15]([CH2:34][C:33]([OH:36])=[O:35])[N:14]=2)=[CH:7][N:6]([C:21]2[CH:26]=[CH:25][C:24]([C:27]([F:29])([F:28])[F:30])=[CH:23][N:22]=2)[N:5]=1)[CH3:2]. The catalyst class is: 9.